This data is from Reaction yield outcomes from USPTO patents with 853,638 reactions. The task is: Predict the reaction yield, written as a fraction of the theoretical maximum amount of product (1.0 means a 100% yield; for example, 0.34 means a 34% yield). (1) The reactants are [Cl:1][C:2]1[N:31]=[CH:30][C:5]2[N:6]=[C:7]([CH3:29])[N:8]([C:11]3[CH:16]=[CH:15][C:14]([O:17][CH2:18][CH2:19][CH2:20][N:21]4[CH2:26][CH2:25][CH2:24][CH2:23][CH2:22]4)=[CH:13][C:12]=3[O:27]C)[C:9](=[O:10])[C:4]=2[CH:3]=1.B(Br)(Br)Br.O. The catalyst is C(Cl)Cl. The product is [Cl:1][C:2]1[N:31]=[CH:30][C:5]2[N:6]=[C:7]([CH3:29])[N:8]([C:11]3[CH:16]=[CH:15][C:14]([O:17][CH2:18][CH2:19][CH2:20][N:21]4[CH2:26][CH2:25][CH2:24][CH2:23][CH2:22]4)=[CH:13][C:12]=3[OH:27])[C:9](=[O:10])[C:4]=2[CH:3]=1. The yield is 0.350. (2) The reactants are Cl[CH2:2][CH2:3][CH2:4][O:5][C:6]1[CH:7]=[N:8][CH:9]=[CH:10][CH:11]=1.[CH3:12][NH:13][CH3:14]. The catalyst is CO. The product is [CH3:12][N:13]([CH3:14])[CH2:2][CH2:3][CH2:4][O:5][C:6]1[CH:7]=[N:8][CH:9]=[CH:10][CH:11]=1. The yield is 0.929. (3) The reactants are [F:1][C:2]1[C:7]([C:8]2[N:9]=[N:10][N:11]([C:13]3[N:14]([CH3:29])[N:15]=[C:16]([C:22]([F:28])([F:27])[C:23]([F:26])([F:25])[F:24])[C:17]=3[C:18]([F:21])([F:20])[F:19])[CH:12]=2)=[CH:6][CH:5]=[CH:4][C:3]=1[NH2:30].[CH:31](=O)[CH3:32].C(O)(=O)C.C([BH3-])#N. The catalyst is CO.C(=O)(O)[O-].[Na+]. The product is [CH2:31]([NH:30][C:3]1[CH:4]=[CH:5][CH:6]=[C:7]([C:8]2[N:9]=[N:10][N:11]([C:13]3[N:14]([CH3:29])[N:15]=[C:16]([C:22]([F:27])([F:28])[C:23]([F:24])([F:26])[F:25])[C:17]=3[C:18]([F:19])([F:20])[F:21])[CH:12]=2)[C:2]=1[F:1])[CH3:32]. The yield is 0.800. (4) The reactants are [O:1]1[CH2:5][CH:4]([NH2:6])[CH:3]([NH2:7])[CH2:2]1.Cl.N=[C:10](OC)[C:11]1[C:12]([CH3:22])=[CH:13][C:14]([CH3:21])=[C:15]([CH:20]=1)[C:16]([O:18][CH3:19])=[O:17].C(N(CC)CC)C. The catalyst is C(O)C. The product is [CH3:21][C:14]1[CH:13]=[C:12]([CH3:22])[C:11]([C:10]2[NH:7][CH:3]3[CH2:2][O:1][CH2:5][CH:4]3[N:6]=2)=[CH:20][C:15]=1[C:16]([O:18][CH3:19])=[O:17]. The yield is 0.340. (5) The yield is 0.380. The catalyst is C1COCC1.CCOC(C)=O. The product is [CH2:25]([O:24][C:22]([C:5]1[N:6]([CH2:7][O:8][CH2:9][CH2:10][Si:11]([CH3:13])([CH3:12])[CH3:14])[C:2]([CH3:1])=[CH:3][N:4]=1)=[O:23])[CH3:26]. The reactants are [CH3:1][C:2]1[N:6]([CH2:7][O:8][CH2:9][CH2:10][Si:11]([CH3:14])([CH3:13])[CH3:12])[CH:5]=[N:4][CH:3]=1.[Li]CCCC.C([C:22]([O:24][CH2:25][CH3:26])=[O:23])#N.